From a dataset of Full USPTO retrosynthesis dataset with 1.9M reactions from patents (1976-2016). Predict the reactants needed to synthesize the given product. The reactants are: C(N(CC)CC)C.[C:8](Cl)(=[O:16])[CH2:9][CH2:10][CH2:11][CH2:12][CH2:13][CH2:14][CH3:15].[SH:18][CH2:19][CH2:20][CH2:21][SiH2:22][CH:23]([O:26][CH3:27])[O:24][CH3:25]. Given the product [C:8]([S:18][CH2:19][CH2:20][CH2:21][SiH2:22][CH:23]([O:26][CH3:27])[O:24][CH3:25])(=[O:16])[CH2:9][CH2:10][CH2:11][CH2:12][CH2:13][CH2:14][CH3:15], predict the reactants needed to synthesize it.